The task is: Predict the reaction yield, written as a fraction of the theoretical maximum amount of product (1.0 means a 100% yield; for example, 0.34 means a 34% yield).. This data is from Reaction yield outcomes from USPTO patents with 853,638 reactions. (1) The reactants are [CH3:1][O:2][C:3](=[O:19])/[C:4](/[C:10]1[CH:15]=[CH:14][C:13]([OH:16])=[C:12]([CH:17]=[O:18])[CH:11]=1)=[CH:5]/[C:6]([O:8][CH3:9])=[O:7].[I:20]N1C(=O)CCC1=O. The catalyst is CN(C=O)C.C(OCC)C. The product is [CH3:1][O:2][C:3](=[O:19])/[C:4](/[C:10]1[CH:15]=[C:14]([I:20])[C:13]([OH:16])=[C:12]([CH:17]=[O:18])[CH:11]=1)=[CH:5]/[C:6]([O:8][CH3:9])=[O:7]. The yield is 0.510. (2) The reactants are Cl[S:2]([N:5]=C=O)(=[O:4])=[O:3].C(O)(C)(C)C.Cl.[NH2:14][CH2:15][CH2:16][NH:17][C:18]1[C:19]([C:23]2[N:27]([C:28]3[CH:33]=[CH:32][C:31]([F:34])=[C:30]([Cl:35])[CH:29]=3)[C:26](=[O:36])[O:25][N:24]=2)=[N:20][O:21][N:22]=1.C(N(CC)CC)C. The catalyst is ClCCl.Cl. The product is [Cl:35][C:30]1[CH:29]=[C:28]([N:27]2[C:26](=[O:36])[O:25][N:24]=[C:23]2[C:19]2[C:18]([NH:17][CH2:16][CH2:15][NH:14][S:2]([NH2:5])(=[O:4])=[O:3])=[N:22][O:21][N:20]=2)[CH:33]=[CH:32][C:31]=1[F:34]. The yield is 0.780. (3) The reactants are [F:1][C:2]1[CH:3]=[C:4]([N:18]2[CH2:22][C@H:21]([C:23]([NH2:25])=[O:24])[O:20][C:19]2=[O:26])[CH:5]=[C:6]([F:17])[C:7]=1[C:8]1([CH3:16])[CH2:11][N:10]([C:12]([O:14][CH3:15])=[O:13])[CH2:9]1.[CH3:27]N. The catalyst is CO. The product is [CH3:27][NH:25][C:23]([C@@H:21]1[O:20][C:19](=[O:26])[N:18]([C:4]2[CH:3]=[C:2]([F:1])[C:7]([C:8]3([CH3:16])[CH2:9][N:10]([C:12]([O:14][CH3:15])=[O:13])[CH2:11]3)=[C:6]([F:17])[CH:5]=2)[CH2:22]1)=[O:24]. The yield is 0.900. (4) The reactants are [CH3:1][C:2]1[CH:7]=[CH:6][N:5]=[C:4]([NH2:8])[C:3]=1[N+:9]([O-])=O. The catalyst is CO.[Pd]. The product is [CH3:1][C:2]1[CH:7]=[CH:6][N:5]=[C:4]([NH2:8])[C:3]=1[NH2:9]. The yield is 0.920. (5) The reactants are Cl[C:2]1[C:3]2[CH:14]=[C:13]([C:15]3[CH:20]=[CH:19][CH:18]=[CH:17][CH:16]=3)[CH:12]=[CH:11][C:4]=2[N:5]([CH3:10])[C:6](=[O:9])[CH2:7][N:8]=1.C1(B(O)O)C=CC=CC=1.[Cl:30][C:31]1[CH:36]=[CH:35][CH:34]=[CH:33][C:32]=1B(O)O. No catalyst specified. The product is [Cl:30][C:31]1[CH:36]=[CH:35][CH:34]=[CH:33][C:32]=1[C:2]1[C:3]2[CH:14]=[C:13]([C:15]3[CH:20]=[CH:19][CH:18]=[CH:17][CH:16]=3)[CH:12]=[CH:11][C:4]=2[N:5]([CH3:10])[C:6](=[O:9])[CH2:7][N:8]=1. The yield is 0.610.